From a dataset of Reaction yield outcomes from USPTO patents with 853,638 reactions. Predict the reaction yield, written as a fraction of the theoretical maximum amount of product (1.0 means a 100% yield; for example, 0.34 means a 34% yield). (1) The reactants are [C:1]1([CH2:7][CH2:8][CH2:9][CH2:10][CH2:11][CH2:12][CH2:13][CH2:14][CH2:15][CH2:16][CH2:17][CH2:18][CH2:19][CH2:20]CCCC)[CH:6]=[CH:5][CH:4]=[CH:3][CH:2]=1.[Cl:25][S:26](O)(=[O:28])=[O:27]. The catalyst is C(Cl)(Cl)Cl. The product is [CH2:7]([C:1]1[CH:6]=[CH:5][C:4]([S:26]([Cl:25])(=[O:28])=[O:27])=[CH:3][CH:2]=1)[CH2:8][CH2:9][CH2:10][CH2:11][CH2:12][CH2:13][CH2:14][CH2:15][CH2:16][CH2:17][CH2:18][CH2:19][CH3:20]. The yield is 0.680. (2) The reactants are Br[C:2]1[CH:11]=[C:10]([O:12][CH3:13])[CH:9]=[C:8]2[C:3]=1[CH2:4][CH2:5][C:6](=[O:21])[N:7]2[C:14]1[CH:19]=[CH:18][CH:17]=[CH:16][C:15]=1[Cl:20].[Cl:22][C:23]1[CH:28]=[CH:27][CH:26]=[CH:25][C:24]=1B(O)O. The catalyst is C1(C)C=CC=CC=1.C(O)C.C(=O)([O-])[O-].[Na+].[Na+].[Pd].C1(P(C2C=CC=CC=2)C2C=CC=CC=2)C=CC=CC=1.C1(P(C2C=CC=CC=2)C2C=CC=CC=2)C=CC=CC=1.C1(P(C2C=CC=CC=2)C2C=CC=CC=2)C=CC=CC=1.C1(P(C2C=CC=CC=2)C2C=CC=CC=2)C=CC=CC=1. The product is [Cl:20][C:15]1[CH:16]=[CH:17][CH:18]=[CH:19][C:14]=1[N:7]1[C:8]2[C:3](=[C:2]([C:24]3[CH:25]=[CH:26][CH:27]=[CH:28][C:23]=3[Cl:22])[CH:11]=[C:10]([O:12][CH3:13])[CH:9]=2)[CH2:4][CH2:5][C:6]1=[O:21]. The yield is 0.870. (3) The reactants are [OH:1][C:2]1[CH:26]=[CH:25][C:5]2[N:6]=[C:7]([C:9]([NH:11][CH:12]3[CH2:17][CH2:16][N:15]([C:18]([O:20][C:21]([CH3:24])([CH3:23])[CH3:22])=[O:19])[CH2:14][CH2:13]3)=[O:10])[S:8][C:4]=2[CH:3]=1.N(C(OC(C)C)=O)=NC(OC(C)C)=O.[F:41][C:42]([F:57])([F:56])[C:43]1[CH:48]=[CH:47][C:46]([N:49]2[CH2:54][CH2:53][CH:52](O)[CH2:51][CH2:50]2)=[CH:45][CH:44]=1.C1(P(C2C=CC=CC=2)C2C=CC=CC=2)C=CC=CC=1. The catalyst is C1(C)C=CC=CC=1. The product is [F:57][C:42]([F:41])([F:56])[C:43]1[CH:44]=[CH:45][C:46]([N:49]2[CH2:54][CH2:53][CH:52]([O:1][C:2]3[CH:26]=[CH:25][C:5]4[N:6]=[C:7]([C:9]([NH:11][CH:12]5[CH2:13][CH2:14][N:15]([C:18]([O:20][C:21]([CH3:22])([CH3:23])[CH3:24])=[O:19])[CH2:16][CH2:17]5)=[O:10])[S:8][C:4]=4[CH:3]=3)[CH2:51][CH2:50]2)=[CH:47][CH:48]=1. The yield is 0.860. (4) The reactants are [CH2:1]([NH:3][C:4]1[C:5]([NH2:11])=[N:6][CH:7]=[N:8][C:9]=1[Cl:10])[CH3:2].[O:12]1CCOC[CH2:13]1. No catalyst specified. The product is [CH2:1]([N:3]1[C:4]2[C:5](=[N:6][CH:7]=[N:8][C:9]=2[Cl:10])[NH:11][C:13]1=[O:12])[CH3:2]. The yield is 0.600.